Task: Binary Classification. Given a miRNA mature sequence and a target amino acid sequence, predict their likelihood of interaction.. Dataset: Experimentally validated miRNA-target interactions with 360,000+ pairs, plus equal number of negative samples (1) The miRNA is bta-miR-15b with sequence UAGCAGCACAUCAUGGUUUACA. The protein sequence of the target gene is MKALLILGLLLFSVAVQGKVFERCELARSLKRFGMDNFRGISLANWMCLARWESNYNTQATNYNAGDQSTDYGIFQINSHWWCNDGKTPGAVNACHLPCGALLQDDITQAVACAKRVVSDPQGIRAWVAWRSHCQNQDLTSYIQGCGV. Result: 1 (interaction). (2) The miRNA is hsa-miR-877-3p with sequence UCCUCUUCUCCCUCCUCCCAG. The protein sequence of the target gene is MSQNLQETSQAYPRHRPGSHAGPKSLKVTPRATMYTFLPDNFSPAKPKPTKELRPLLCSAVLGLLLVLAAVVAWCYYSASLRKAERLRAELLDLNRGGFSIRNQKGEQVFRLAFRSGALDLDSCSRDGALLGCSRAADGRPLHFFIQTVRPKDTVMCYRVRWEEAVPGRAVEHAMFLGDAAAHWYGGAEMRTQHWPIRLDGQQEPQPFVTSDVYSSDAAFGGILERYWLSSRAAAIKVNDSVPFHLGWNSTERSMRLQARYHDTSYKPPAGRTAAPELSYRVCVGSDVTSIHKYMVRRYF.... Result: 0 (no interaction). (3) The miRNA is hsa-miR-3146 with sequence CAUGCUAGGAUAGAAAGAAUGG. The protein sequence of the target gene is MSWALEEWKEGLPTRALQKIQELEGQLDKLKKEKQQRQFQLDSLEAALQKQKQKVENEKTEGTNLKRENQRLMEICESLEKTKQKISHELQVKESQVNFQEGQLNSGKKQIEKLEQELKRCKSELERSQQAAQSADVSLNPCNTPQKIFTTPLTPSQYYSGSKYEDLKEKYNKEVEERKRLEAEVKALQAKKASQTLPQATMNHRDIARHQASSSVFSWQQEKTPSHLSSNSQRTPIRRDFSASYFSGEQEVTPSRSTLQIGKRDANSSFFDNSSSPHLLDQLKAQNQELRNKINELELR.... Result: 0 (no interaction).